From a dataset of Catalyst prediction with 721,799 reactions and 888 catalyst types from USPTO. Predict which catalyst facilitates the given reaction. (1) Reactant: Cl[CH2:2][C:3]([NH:5][CH2:6][CH2:7][CH2:8][CH2:9][CH2:10][CH2:11][NH:12][C:13](=[O:16])[CH2:14]Cl)=[O:4].C(N([CH2:22][CH3:23])CC)C.[CH2:24]([O:31][CH2:32][C:33]([OH:35])=[O:34])[C:25]1[CH:30]=[CH:29][CH:28]=[CH:27][CH:26]=1.[OH2:36]. Product: [CH2:24]([O:31][CH2:32][C:33]([O:35][CH2:2][C:3]([NH:5][CH2:6][CH2:7][CH2:8][CH2:9][CH2:10][CH2:11][NH:12][C:13]([CH2:14][O:36][C:33](=[O:34])[CH2:32][O:31][CH2:24][C:23]1[CH:22]=[CH:27][CH:26]=[CH:25][CH:30]=1)=[O:16])=[O:4])=[O:34])[C:25]1[CH:30]=[CH:29][CH:28]=[CH:27][CH:26]=1. The catalyst class is: 21. (2) Reactant: [NH2:1][C@@H:2]1[CH2:6][CH2:5][N:4]([CH2:7][C:8]2[C:17]([Cl:18])=[C:16]3[C:11]([C:12](=[O:32])[N:13]([CH2:19][C:20]4[CH:25]=[C:24]([Cl:26])[CH:23]=[CH:22][C:21]=4[S:27]([CH2:30][CH3:31])(=[O:29])=[O:28])[CH:14]=[N:15]3)=[CH:10][C:9]=2[C:33]([F:36])([F:35])[F:34])[CH2:3]1.ClCCl. Product: [Cl:18][C:17]1[C:8]([CH2:7][N:4]2[CH2:5][CH2:6][C@@H:2]([NH:1][S:27]([CH3:21])(=[O:29])=[O:28])[CH2:3]2)=[C:9]([C:33]([F:34])([F:35])[F:36])[CH:10]=[C:11]2[C:16]=1[N:15]=[CH:14][N:13]([CH2:19][C:20]1[CH:25]=[C:24]([Cl:26])[CH:23]=[CH:22][C:21]=1[S:27]([CH2:30][CH3:31])(=[O:29])=[O:28])[C:12]2=[O:32]. The catalyst class is: 66. (3) Reactant: O[C:2]1[CH:3]=[C:4]([CH:7]=[C:8]([OH:10])[CH:9]=1)[CH:5]=[O:6].[C:11](=[O:14])([O-])[O-].[K+].[K+].[F:17][C:18]([F:22])([F:21])[CH2:19]I. Product: [F:17][C:18]([F:22])([F:21])[CH2:19][O:10][C:8]1[CH:7]=[C:4]([CH:3]=[C:2]([O:14][CH2:11][C:18]([F:22])([F:21])[F:17])[CH:9]=1)[CH:5]=[O:6]. The catalyst class is: 3. (4) Reactant: [CH2:1]([O:8][C:9]([NH:11][C@@H:12]([C:14]([OH:16])=[O:15])[CH3:13])=[O:10])[C:2]1[CH:7]=[CH:6][CH:5]=[CH:4][CH:3]=1.[CH2:17]=O. Product: [CH2:1]([O:8][C:9]([N:11]1[C@H:12]([CH3:13])[C:14](=[O:16])[O:15][CH2:17]1)=[O:10])[C:2]1[CH:3]=[CH:4][CH:5]=[CH:6][CH:7]=1. The catalyst class is: 743.